From a dataset of NCI-60 drug combinations with 297,098 pairs across 59 cell lines. Regression. Given two drug SMILES strings and cell line genomic features, predict the synergy score measuring deviation from expected non-interaction effect. (1) Drug 1: CN(CC1=CN=C2C(=N1)C(=NC(=N2)N)N)C3=CC=C(C=C3)C(=O)NC(CCC(=O)O)C(=O)O. Drug 2: C1=NC2=C(N1)C(=S)N=CN2. Cell line: HS 578T. Synergy scores: CSS=68.3, Synergy_ZIP=-4.36, Synergy_Bliss=-1.15, Synergy_Loewe=-4.57, Synergy_HSA=1.25. (2) Drug 1: CNC(=O)C1=CC=CC=C1SC2=CC3=C(C=C2)C(=NN3)C=CC4=CC=CC=N4. Drug 2: CC1=C(C=C(C=C1)NC2=NC=CC(=N2)N(C)C3=CC4=NN(C(=C4C=C3)C)C)S(=O)(=O)N.Cl. Cell line: MALME-3M. Synergy scores: CSS=4.80, Synergy_ZIP=-1.18, Synergy_Bliss=3.45, Synergy_Loewe=2.65, Synergy_HSA=2.66.